This data is from Catalyst prediction with 721,799 reactions and 888 catalyst types from USPTO. The task is: Predict which catalyst facilitates the given reaction. (1) Product: [F:1][C:2]([F:10])([F:9])[C:3]1[CH:8]=[CH:7][N+:6]([O-:16])=[CH:5][CH:4]=1. Reactant: [F:1][C:2]([F:10])([F:9])[C:3]1[CH:8]=[CH:7][N:6]=[CH:5][CH:4]=1.ClC1C=C(C=CC=1)C(OO)=[O:16]. The catalyst class is: 2. (2) Reactant: [NH2:1][C:2]1([CH2:15][CH3:16])[CH2:7][CH2:6][N:5]([CH2:8][C:9]2[CH:14]=[CH:13][CH:12]=[CH:11][CH:10]=2)[CH2:4][CH2:3]1.[C:17]([O:21][C:22](O[C:22]([O:21][C:17]([CH3:20])([CH3:19])[CH3:18])=[O:23])=[O:23])([CH3:20])([CH3:19])[CH3:18]. Product: [CH2:8]([N:5]1[CH2:6][CH2:7][C:2]([NH:1][C:22]([O:21][C:17]([CH3:20])([CH3:19])[CH3:18])=[O:23])([CH2:15][CH3:16])[CH2:3][CH2:4]1)[C:9]1[CH:14]=[CH:13][CH:12]=[CH:11][CH:10]=1. The catalyst class is: 22.